From a dataset of Forward reaction prediction with 1.9M reactions from USPTO patents (1976-2016). Predict the product of the given reaction. (1) Given the reactants [Cl:1][C:2]1[C:3]2[C:10]3[CH2:11][CH2:12][CH:13]([C:15]([OH:17])=O)[CH2:14][C:9]=3[S:8][C:4]=2[N:5]=[CH:6][N:7]=1.[CH3:18][NH:19][CH2:20][CH2:21][CH2:22][CH3:23], predict the reaction product. The product is: [CH2:20]([N:19]([CH3:18])[C:15]([CH:13]1[CH2:12][CH2:11][C:10]2[C:3]3[C:2]([Cl:1])=[N:7][CH:6]=[N:5][C:4]=3[S:8][C:9]=2[CH2:14]1)=[O:17])[CH2:21][CH2:22][CH3:23]. (2) Given the reactants [CH3:1][C:2]([Si:5]([CH3:27])([CH3:26])[O:6][C@H:7]1[C@H:12]([N:13]2[CH2:17][CH2:16][CH2:15][C:14]2=[O:18])[CH2:11][CH2:10][N:9](C(OC(C)(C)C)=O)[CH2:8]1)([CH3:4])[CH3:3].[C:28]([OH:34])([C:30]([F:33])([F:32])[F:31])=[O:29], predict the reaction product. The product is: [OH:34][C:28]([C:30]([F:33])([F:32])[F:31])=[O:29].[CH3:4][C:2]([Si:5]([CH3:27])([CH3:26])[O:6][C@H:7]1[C@H:12]([N:13]2[CH2:17][CH2:16][CH2:15][C:14]2=[O:18])[CH2:11][CH2:10][NH:9][CH2:8]1)([CH3:1])[CH3:3]. (3) Given the reactants [F:1][C:2]([F:26])([F:25])[O:3][C:4]1[CH:9]=[CH:8][C:7]([N:10]2[CH:14]=[N:13][C:12]([C:15]3[CH:20]=[CH:19][C:18]([CH2:21][CH2:22][CH2:23][NH2:24])=[CH:17][CH:16]=3)=[N:11]2)=[CH:6][CH:5]=1.[C:27](=[O:30])(O)[O-].[Na+].ClC(Cl)(OC(=O)OC(Cl)(Cl)Cl)Cl.[N-]=C=O.[CH3:47][C:48]1[CH:49]=[C:50]([CH:52]=[C:53]([CH3:55])[CH:54]=1)[NH2:51].C(=O)([O-])[O-].[Cs+].[Cs+], predict the reaction product. The product is: [CH3:47][C:48]1[CH:49]=[C:50]([NH:51][C:27]([NH:24][CH2:23][CH2:22][CH2:21][C:18]2[CH:19]=[CH:20][C:15]([C:12]3[N:13]=[CH:14][N:10]([C:7]4[CH:6]=[CH:5][C:4]([O:3][C:2]([F:1])([F:25])[F:26])=[CH:9][CH:8]=4)[N:11]=3)=[CH:16][CH:17]=2)=[O:30])[CH:52]=[C:53]([CH3:55])[CH:54]=1. (4) Given the reactants [OH:1][CH2:2][C:3]([CH3:32])([CH3:31])[CH2:4][O:5][C:6]1[C:28]([O:29][CH3:30])=[CH:27][C:9]2[C:10]3[N:15]([CH:16]([CH:18]([CH3:20])[CH3:19])[CH2:17][C:8]=2[CH:7]=1)[CH:14]=[C:13]([C:21]([O:23]CC)=[O:22])[C:12](=[O:26])[CH:11]=3.CO.O[Li].O, predict the reaction product. The product is: [OH:1][CH2:2][C:3]([CH3:32])([CH3:31])[CH2:4][O:5][C:6]1[C:28]([O:29][CH3:30])=[CH:27][C:9]2[C:10]3[N:15]([CH:16]([CH:18]([CH3:20])[CH3:19])[CH2:17][C:8]=2[CH:7]=1)[CH:14]=[C:13]([C:21]([OH:23])=[O:22])[C:12](=[O:26])[CH:11]=3.